Dataset: Catalyst prediction with 721,799 reactions and 888 catalyst types from USPTO. Task: Predict which catalyst facilitates the given reaction. Reactant: [F:1][C:2]1([F:33])[O:6][C:5]2[CH:7]=[CH:8][C:9]([C:11]3([C:14]([NH:16][C:17]4[N:22]=[C:21]([C:23]5[CH:28]=[C:27]([CH3:29])[N:26]=[C:25]([O:30]C)[CH:24]=5)[C:20]([CH3:32])=[CH:19][CH:18]=4)=[O:15])[CH2:13][CH2:12]3)=[CH:10][C:4]=2[O:3]1.[Si](I)(C)(C)C.CO.C(OCC)(=O)C. Product: [F:33][C:2]1([F:1])[O:6][C:5]2[CH:7]=[CH:8][C:9]([C:11]3([C:14]([NH:16][C:17]4[CH:18]=[CH:19][C:20]([CH3:32])=[C:21]([C:23]5[CH:28]=[C:27]([CH3:29])[NH:26][C:25](=[O:30])[CH:24]=5)[N:22]=4)=[O:15])[CH2:13][CH2:12]3)=[CH:10][C:4]=2[O:3]1. The catalyst class is: 144.